Dataset: Catalyst prediction with 721,799 reactions and 888 catalyst types from USPTO. Task: Predict which catalyst facilitates the given reaction. (1) The catalyst class is: 98. Reactant: B(Br)(Br)Br.Br.[NH2:6][C:7]1[C:16]2[N:17]=[C:18]([CH2:25][O:26]CC)[N:19]([CH2:20][C:21]([CH3:24])([OH:23])[CH3:22])[C:15]=2[C:14]2[N:13]=[CH:12][CH:11]=[CH:10][C:9]=2[N:8]=1.Cl.[OH-].[Na+]. Product: [NH2:6][C:7]1[C:16]2[N:17]=[C:18]([CH2:25][OH:26])[N:19]([CH2:20][C:21]([CH3:22])([OH:23])[CH3:24])[C:15]=2[C:14]2[N:13]=[CH:12][CH:11]=[CH:10][C:9]=2[N:8]=1. (2) Reactant: [NH:1]1[CH:5]=[C:4]([C:6]([O:8][CH2:9][CH3:10])=[O:7])[CH:3]=[N:2]1.[H-].[Na+].F[C:14]1[CH:19]=[CH:18][CH:17]=[CH:16][N:15]=1. Product: [N:15]1[CH:16]=[CH:17][CH:18]=[CH:19][C:14]=1[N:1]1[CH:5]=[C:4]([C:6]([O:8][CH2:9][CH3:10])=[O:7])[CH:3]=[N:2]1. The catalyst class is: 3.